From a dataset of Full USPTO retrosynthesis dataset with 1.9M reactions from patents (1976-2016). Predict the reactants needed to synthesize the given product. (1) Given the product [C:20]([C:19]1[CH:18]=[C:17]([N:16]2[C:27](=[O:28])[CH2:26][C:25](=[O:30])[NH:6][C:7]3[C:8]4[CH2:9][CH2:10][CH2:11][C:12]=4[CH:13]=[CH:14][C:15]2=3)[CH:24]=[CH:23][CH:22]=1)#[N:21], predict the reactants needed to synthesize it. The reactants are: O1CCCC1.[NH2:6][C:7]1[C:15]([NH:16][C:17]2[CH:18]=[C:19]([CH:22]=[CH:23][CH:24]=2)[C:20]#[N:21])=[CH:14][CH:13]=[C:12]2[C:8]=1[CH2:9][CH2:10][CH2:11]2.[C:25](Cl)(=[O:30])[CH2:26][C:27](Cl)=[O:28]. (2) Given the product [F:34][C:35]([F:40])([F:39])[C:36]([OH:38])=[O:37].[NH2:26][C@@H:21]([CH2:20][C:4]1[CH:5]=[CH:6][C:7]([CH:8]2[S:12](=[O:13])(=[O:14])[NH:11][C:10](=[O:19])[CH2:9]2)=[C:2]([Br:1])[CH:3]=1)[C:22]([O:24][CH3:25])=[O:23], predict the reactants needed to synthesize it. The reactants are: [Br:1][C:2]1[CH:3]=[C:4]([CH2:20][C@H:21]([NH:26]C(OC(C)(C)C)=O)[C:22]([O:24][CH3:25])=[O:23])[CH:5]=[CH:6][C:7]=1[CH:8]1[S:12](=[O:14])(=[O:13])[N:11](C(C)(C)C)[C:10](=[O:19])[CH2:9]1.[F:34][C:35]([F:40])([F:39])[C:36]([OH:38])=[O:37]. (3) Given the product [N:22]1([C:2]2[CH:7]=[CH:6][C:5]([N:8]3[C@@H:12]([C:13]4[CH:18]=[CH:17][CH:16]=[CH:15][CH:14]=4)[C:11]([CH3:20])([CH3:19])[O:10][C:9]3=[O:21])=[CH:4][CH:3]=2)[C:26]2[CH:27]=[CH:28][CH:29]=[CH:30][C:25]=2[N:24]=[N:23]1, predict the reactants needed to synthesize it. The reactants are: Br[C:2]1[CH:7]=[CH:6][C:5]([N:8]2[C@@H:12]([C:13]3[CH:18]=[CH:17][CH:16]=[CH:15][CH:14]=3)[C:11]([CH3:20])([CH3:19])[O:10][C:9]2=[O:21])=[CH:4][CH:3]=1.[NH:22]1[C:26]2[CH:27]=[CH:28][CH:29]=[CH:30][C:25]=2[N:24]=[N:23]1.CC1C=NC2C(C=1C)=CC=C1C=2N=CC(C)=C1C.C(=O)([O-])[O-].[Cs+].[Cs+]. (4) Given the product [NH:1]1[C:9]2[C:4](=[CH:5][CH:6]=[CH:7][C:8]=2[CH2:10][CH2:11][C:12]2[CH:13]=[CH:14][C:15]([C:16]([O:18][CH3:19])=[O:17])=[CH:20][CH:21]=2)[CH2:3][CH2:23][CH2:2]1, predict the reactants needed to synthesize it. The reactants are: [NH:1]1[C:9]2[C:4](=[CH:5][CH:6]=[CH:7][C:8]=2[CH2:10][CH2:11][C:12]2[CH:21]=[CH:20][C:15]([C:16]([O:18][CH3:19])=[O:17])=[CH:14][CH:13]=2)[CH2:3][CH2:2]1.I[C:23]1C=CC=C2C=1NCCC2.C(C1C=CC(C(OC)=O)=CC=1)=C. (5) Given the product [NH2:1][C:2]1[N:6]([C:7]2[CH:8]=[CH:9][C:10]([C:11]#[N:12])=[CH:13][CH:14]=2)[N:5]=[C:4]([NH:15][C:16]2[CH:21]=[C:20]([O:22][CH3:23])[C:19]([CH3:24])=[C:18]([O:25][CH3:26])[C:17]=2[Br:34])[N:3]=1, predict the reactants needed to synthesize it. The reactants are: [NH2:1][C:2]1[N:6]([C:7]2[CH:14]=[CH:13][C:10]([C:11]#[N:12])=[CH:9][CH:8]=2)[N:5]=[C:4]([NH:15][C:16]2[CH:21]=[C:20]([O:22][CH3:23])[C:19]([CH3:24])=[C:18]([O:25][CH3:26])[CH:17]=2)[N:3]=1.C1C(=O)N([Br:34])C(=O)C1.C(OOC(=O)C1C=CC=CC=1)(=O)C1C=CC=CC=1. (6) Given the product [F:38][C:2]([F:37])([F:1])[C:3]1[CH:32]=[C:31]([C:33]([F:36])([F:34])[F:35])[CH:30]=[CH:29][C:4]=1[CH2:5][N:6]1[C:14]2[C:9](=[CH:10][C:11]([CH:15]=[C:16]3[S:20][C:19]([N:21]([CH3:27])[C@@H:22]4[CH2:26][CH2:25][N:24]([CH2:46][C:47]([NH2:49])=[O:48])[CH2:23]4)=[N:18][C:17]3=[O:28])=[CH:12][CH:13]=2)[CH:8]=[N:7]1, predict the reactants needed to synthesize it. The reactants are: [F:1][C:2]([F:38])([F:37])[C:3]1[CH:32]=[C:31]([C:33]([F:36])([F:35])[F:34])[CH:30]=[CH:29][C:4]=1[CH2:5][N:6]1[C:14]2[C:9](=[CH:10][C:11]([CH:15]=[C:16]3[S:20][C:19]([N:21]([CH3:27])[CH:22]4[CH2:26][CH2:25][NH:24][CH2:23]4)=[N:18][C:17]3=[O:28])=[CH:12][CH:13]=2)[CH:8]=[N:7]1.C(=O)([O-])[O-].[K+].[K+].Br[CH2:46][C:47]([NH2:49])=[O:48]. (7) The reactants are: [Br:1][C:2]1[CH:7]=[CH:6][C:5]([OH:8])=[C:4]([C:9]#[N:10])[CH:3]=1.[C:11](O[C:11]([O:13][C:14]([CH3:17])([CH3:16])[CH3:15])=[O:12])([O:13][C:14]([CH3:17])([CH3:16])[CH3:15])=[O:12].CCCCCC.ClCCl. Given the product [C:11](=[O:12])([O:13][C:14]([CH3:17])([CH3:16])[CH3:15])[O:8][C:5]1[CH:6]=[CH:7][C:2]([Br:1])=[CH:3][C:4]=1[C:9]#[N:10], predict the reactants needed to synthesize it.